This data is from Catalyst prediction with 721,799 reactions and 888 catalyst types from USPTO. The task is: Predict which catalyst facilitates the given reaction. The catalyst class is: 109. Reactant: Br[C:2]1[C:3]([C:8]([O:10][CH3:11])=[O:9])=[N:4][CH:5]=[N:6][CH:7]=1.[C:12]1(B(O)O)[CH:17]=[CH:16][CH:15]=[CH:14][CH:13]=1.C([O-])([O-])=O.[Na+].[Na+]. Product: [C:12]1([C:2]2[C:3]([C:8]([O:10][CH3:11])=[O:9])=[N:4][CH:5]=[N:6][CH:7]=2)[CH:17]=[CH:16][CH:15]=[CH:14][CH:13]=1.